Dataset: Forward reaction prediction with 1.9M reactions from USPTO patents (1976-2016). Task: Predict the product of the given reaction. (1) Given the reactants [F:1][C:2]([F:12])([F:11])[C:3]1[CH:8]=[CH:7][N:6]=[CH:5][C:4]=1[CH2:9]O.P(Br)(Br)[Br:14].O, predict the reaction product. The product is: [Br:14][CH2:9][C:4]1[CH:5]=[N:6][CH:7]=[CH:8][C:3]=1[C:2]([F:12])([F:11])[F:1]. (2) Given the reactants [CH3:1][O:2][C:3](=[O:24])[C:4]1[CH:9]=[CH:8][C:7]([NH:10][CH2:11][C:12]2[C:17](C3CCCCC3)=[CH:16][CH:15]=[CH:14][CH:13]=2)=[CH:6][CH:5]=1.[Cl:25][C:26]1[CH:27]=[C:28]([N:33]=[C:34]=[O:35])[CH:29]=[C:30]([Cl:32])[CH:31]=1, predict the reaction product. The product is: [CH3:1][O:2][C:3](=[O:24])[C:4]1[CH:5]=[CH:6][C:7]([N:10]([CH2:11][C:12]2[CH:13]=[CH:14][C:15]([CH:4]3[CH2:9][CH2:8][CH2:7][CH2:6][CH2:5]3)=[CH:16][CH:17]=2)[C:34]([NH:33][C:28]2[CH:27]=[C:26]([Cl:25])[CH:31]=[C:30]([Cl:32])[CH:29]=2)=[O:35])=[CH:8][CH:9]=1. (3) Given the reactants [Cl:1][C:2]1[CH:3]=[C:4]([CH:9]([NH:12][C:13]([C:15]2[NH:16][CH:17]=[C:18]([C:20]3[C:24]([C:25]4[CH:30]=[CH:29][C:28]([CH2:31][NH2:32])=[C:27]([Cl:33])[CH:26]=4)=[CH:23][NH:22][N:21]=3)[CH:19]=2)=[O:14])[CH2:10][OH:11])[CH:5]=[CH:6][C:7]=1[F:8].CCN(C(C)C)C(C)C.[CH3:43][S:44](O[S:44]([CH3:43])(=[O:46])=[O:45])(=[O:46])=[O:45], predict the reaction product. The product is: [Cl:1][C:2]1[CH:3]=[C:4]([CH:9]([NH:12][C:13]([C:15]2[NH:16][CH:17]=[C:18]([C:20]3[C:24]([C:25]4[CH:30]=[CH:29][C:28]([CH2:31][NH:32][S:44]([CH3:43])(=[O:46])=[O:45])=[C:27]([Cl:33])[CH:26]=4)=[CH:23][NH:22][N:21]=3)[CH:19]=2)=[O:14])[CH2:10][OH:11])[CH:5]=[CH:6][C:7]=1[F:8]. (4) Given the reactants Br[C:2]1[CH:7]=[CH:6][CH:5]=[CH:4][C:3]=1[Cl:8].[F:9][C:10]1[CH:15]=[CH:14][CH:13]=[C:12]([O:16][CH3:17])[C:11]=1B(O)O, predict the reaction product. The product is: [CH3:17][O:16][C:12]1[C:11]([C:2]2[CH:7]=[CH:6][CH:5]=[CH:4][C:3]=2[Cl:8])=[C:10]([F:9])[CH:15]=[CH:14][CH:13]=1. (5) Given the reactants [C:1]1(B(O)O)[CH2:6][CH2:5][CH2:4][CH2:3][CH:2]=1.C[O-].[Na+].Br[C:14]1[CH:19]=[CH:18][C:17]([CH3:20])=[CH:16][C:15]=1[C:21]([F:24])([F:23])[F:22], predict the reaction product. The product is: [C:1]1([C:14]2[CH:19]=[CH:18][C:17]([CH3:20])=[CH:16][C:15]=2[C:21]([F:22])([F:24])[F:23])[CH2:6][CH2:5][CH2:4][CH2:3][CH:2]=1.